This data is from Full USPTO retrosynthesis dataset with 1.9M reactions from patents (1976-2016). The task is: Predict the reactants needed to synthesize the given product. (1) Given the product [CH3:37][NH:36][S:33]([C:30]1[CH:29]=[CH:28][C:27]([C:2]#[C:1][C:3]2[CH:4]=[N:5][N:6]3[C:11]([C:12]([F:14])([F:13])[F:15])=[CH:10][C:9]([C:16]4[CH:21]=[CH:20][C:19]([C:22]([F:25])([F:24])[F:23])=[CH:18][CH:17]=4)=[N:8][C:7]=23)=[CH:32][CH:31]=1)(=[O:34])=[O:35], predict the reactants needed to synthesize it. The reactants are: [C:1]([C:3]1[CH:4]=[N:5][N:6]2[C:11]([C:12]([F:15])([F:14])[F:13])=[CH:10][C:9]([C:16]3[CH:21]=[CH:20][C:19]([C:22]([F:25])([F:24])[F:23])=[CH:18][CH:17]=3)=[N:8][C:7]=12)#[CH:2].Br[C:27]1[CH:32]=[CH:31][C:30]([S:33]([NH:36][CH3:37])(=[O:35])=[O:34])=[CH:29][CH:28]=1. (2) Given the product [CH3:12][O:11][C:8]1[CH:9]=[CH:10][C:5]([C:3]2[N:21]=[C:22]([NH2:24])[S:23][C:2]=2[CH2:13][CH2:14][C:15]2[CH:20]=[CH:19][CH:18]=[CH:17][CH:16]=2)=[CH:6][CH:7]=1, predict the reactants needed to synthesize it. The reactants are: Br[CH:2]([CH2:13][CH2:14][C:15]1[CH:20]=[CH:19][CH:18]=[CH:17][CH:16]=1)[C:3]([C:5]1[CH:10]=[CH:9][C:8]([O:11][CH3:12])=[CH:7][CH:6]=1)=O.[NH2:21][C:22]([NH2:24])=[S:23].C([O-])(=O)C.[Na+]. (3) Given the product [C:1]1([CH2:7][O:8][C:9]2[CH:10]=[CH:11][C:12]([CH2:15][N:16]3[CH2:22][CH2:21][CH2:20][N:19]([CH2:23][CH2:24][C:25]([OH:27])=[O:26])[CH2:18][CH2:17]3)=[CH:13][CH:14]=2)[CH:6]=[CH:5][CH:4]=[CH:3][CH:2]=1, predict the reactants needed to synthesize it. The reactants are: [C:1]1([CH2:7][O:8][C:9]2[CH:14]=[CH:13][C:12]([CH2:15][N:16]3[CH2:22][CH2:21][CH2:20][N:19]([CH2:23][CH2:24][C:25]([O:27]C)=[O:26])[CH2:18][CH2:17]3)=[CH:11][CH:10]=2)[CH:6]=[CH:5][CH:4]=[CH:3][CH:2]=1.[OH-].[Na+].Cl. (4) Given the product [S:1]1[C:5]2[CH:6]=[CH:7][CH:8]=[CH:9][C:4]=2[C:3]([C:10]2[C:11]([CH3:26])=[C:12]([C:24]#[N:25])[C:13]3[N:17]([C:18]=2[Cl:34])[C:16]2[CH:20]=[CH:21][CH:22]=[CH:23][C:15]=2[N:14]=3)=[CH:2]1, predict the reactants needed to synthesize it. The reactants are: [S:1]1[C:5]2[CH:6]=[CH:7][CH:8]=[CH:9][C:4]=2[C:3]([C:10]2[C:18](=O)[N:17]3[C:13]([NH:14][C:15]4[CH:23]=[CH:22][CH:21]=[CH:20][C:16]=43)=[C:12]([C:24]#[N:25])[C:11]=2[CH3:26])=[CH:2]1.C(=O)([O-])O.[Na+].P(Cl)(Cl)([Cl:34])=O. (5) Given the product [C:22]1([S:28][CH:6]2[CH2:11][CH2:10][CH2:9][N:8]([C:12]([O:14][CH2:15][C:16]3[CH:17]=[CH:18][CH:19]=[CH:20][CH:21]=3)=[O:13])[CH2:7]2)[CH:27]=[CH:26][CH:25]=[CH:24][CH:23]=1, predict the reactants needed to synthesize it. The reactants are: CS(O[CH:6]1[CH2:11][CH2:10][CH2:9][N:8]([C:12]([O:14][CH2:15][C:16]2[CH:21]=[CH:20][CH:19]=[CH:18][CH:17]=2)=[O:13])[CH2:7]1)(=O)=O.[C:22]1([SH:28])[CH:27]=[CH:26][CH:25]=[CH:24][CH:23]=1. (6) Given the product [CH3:17][O:16][C:13]1[CH:14]=[CH:15][C:10]([CH2:9][O:8][C:6]2[CH:5]=[N:4][CH:3]=[C:2]([B:18]3[O:23][C:24]([CH3:25])([CH3:26])[C:28]([CH3:29])([CH3:30])[O:27]3)[CH:7]=2)=[CH:11][CH:12]=1, predict the reactants needed to synthesize it. The reactants are: Br[C:2]1[CH:3]=[N:4][CH:5]=[C:6]([O:8][CH2:9][C:10]2[CH:15]=[CH:14][C:13]([O:16][CH3:17])=[CH:12][CH:11]=2)[CH:7]=1.[B:18]([O:27][CH:28]([CH3:30])[CH3:29])([O:23][CH:24]([CH3:26])[CH3:25])OC(C)C.C([Li])CCC.